The task is: Predict the product of the given reaction.. This data is from Forward reaction prediction with 1.9M reactions from USPTO patents (1976-2016). (1) Given the reactants [NH2:1][C:2]1[C:11]2[C:6](=[C:7](Br)[CH:8]=[CH:9][CH:10]=2)[CH:5]=[CH:4][N:3]=1.CC1(C)C(C)(C)OB([C:21]2[CH:27]=[CH:26][C:24]([NH2:25])=[CH:23][CH:22]=2)O1, predict the reaction product. The product is: [NH2:1][C:2]1[C:11]2[C:6](=[C:7]([C:21]3[CH:27]=[CH:26][C:24]([NH2:25])=[CH:23][CH:22]=3)[CH:8]=[CH:9][CH:10]=2)[CH:5]=[CH:4][N:3]=1. (2) Given the reactants [CH3:1][O:2][C:3]([C:5]12[CH2:12][CH2:11][C:8]([C:13]3[CH2:27][C:16]4([CH2:19][N:18](C(OC(C)(C)C)=O)[CH2:17]4)[O:15][N:14]=3)([CH2:9][CH2:10]1)[CH2:7][CH2:6]2)=[O:4].Br[CH2:29][C:30]1[CH:35]=[C:34]([O:36][CH2:37][CH3:38])[C:33]([C:39]2[CH:44]=[CH:43][C:42]([F:45])=[CH:41][CH:40]=2)=[C:32]([CH:46]2[CH2:48][CH2:47]2)[CH:31]=1, predict the reaction product. The product is: [CH:46]1([C:32]2[CH:31]=[C:30]([CH2:29][N:18]3[CH2:17][C:16]4([CH2:27][C:13]([C:8]56[CH2:7][CH2:6][C:5]([C:3]([O:2][CH3:1])=[O:4])([CH2:10][CH2:9]5)[CH2:12][CH2:11]6)=[N:14][O:15]4)[CH2:19]3)[CH:35]=[C:34]([O:36][CH2:37][CH3:38])[C:33]=2[C:39]2[CH:40]=[CH:41][C:42]([F:45])=[CH:43][CH:44]=2)[CH2:48][CH2:47]1. (3) Given the reactants C(N(CC)CC)C.[C:8](Cl)([C:21]1[CH:26]=[CH:25][CH:24]=[CH:23][CH:22]=1)([C:15]1[CH:20]=[CH:19][CH:18]=[CH:17][CH:16]=1)[C:9]1[CH:14]=[CH:13][CH:12]=[CH:11][CH:10]=1.[CH3:28][C:29]1[NH:30][CH:31]=[C:32]([CH:34]=[O:35])[N:33]=1, predict the reaction product. The product is: [CH3:28][C:29]1[N:30]([C:8]([C:21]2[CH:26]=[CH:25][CH:24]=[CH:23][CH:22]=2)([C:15]2[CH:20]=[CH:19][CH:18]=[CH:17][CH:16]=2)[C:9]2[CH:14]=[CH:13][CH:12]=[CH:11][CH:10]=2)[CH:31]=[C:32]([CH:34]=[O:35])[N:33]=1. (4) Given the reactants [C:1]([O:5][C:6](=[O:25])[CH2:7][CH:8]([N+:22]([O-])=O)[CH:9]([OH:21])[CH2:10][O:11][CH2:12][C:13]1[C:18]([Cl:19])=[CH:17][CH:16]=[CH:15][C:14]=1[Cl:20])([CH3:4])([CH3:3])[CH3:2], predict the reaction product. The product is: [NH2:22][CH:8]([CH:9]([OH:21])[CH2:10][O:11][CH2:12][C:13]1[C:14]([Cl:20])=[CH:15][CH:16]=[CH:17][C:18]=1[Cl:19])[CH2:7][C:6]([O:5][C:1]([CH3:3])([CH3:2])[CH3:4])=[O:25].